Dataset: Catalyst prediction with 721,799 reactions and 888 catalyst types from USPTO. Task: Predict which catalyst facilitates the given reaction. (1) The catalyst class is: 2. Product: [CH2:1]([NH:3][C:4]1[CH:11]=[CH:10][C:7]([C:8]#[N:9])=[CH:6][C:5]=1[N:12]=[C:13]1[N:17]([CH2:18][C:19]2[CH:24]=[CH:23][CH:22]=[C:21]([OH:25])[CH:20]=2)[C:16](=[O:27])[C:15](=[C:28]2[N:32]([CH3:33])[C:31]3[CH:34]=[CH:35][CH:36]=[CH:37][C:30]=3[S:29]2)[S:14]1)[CH3:2]. Reactant: [CH2:1]([NH:3][C:4]1[CH:11]=[CH:10][C:7]([C:8]#[N:9])=[CH:6][C:5]=1[N:12]=[C:13]1[N:17]([CH2:18][C:19]2[CH:24]=[CH:23][CH:22]=[C:21]([O:25]C)[CH:20]=2)[C:16](=[O:27])[C:15](=[C:28]2[N:32]([CH3:33])[C:31]3[CH:34]=[CH:35][CH:36]=[CH:37][C:30]=3[S:29]2)[S:14]1)[CH3:2].B(Br)(Br)Br. (2) The catalyst class is: 61. Reactant: Cl.[CH2:2]([O:4][C:5](=[O:9])[C@H:6]([CH3:8])[NH2:7])[CH3:3].[P:10](Cl)(Cl)(=[O:19])[O:11][C:12]1[CH:17]=[CH:16][CH:15]=[C:14]([F:18])[CH:13]=1.CN1C=CN=C1.[C:28]([O:42][CH2:43][CH3:44])(=[O:41])[CH2:29][CH2:30][NH:31][C:32](=[O:40])[C@@H:33]([C:35]([CH2:38][OH:39])([CH3:37])[CH3:36])[OH:34]. Product: [CH2:2]([O:4][C:5](=[O:9])[C@@H:6]([NH:7][P:10]([O:39][CH2:38][C:35]([CH3:37])([CH3:36])[C@@H:33]([OH:34])[C:32]([NH:31][CH2:30][CH2:29][C:28]([O:42][CH2:43][CH3:44])=[O:41])=[O:40])([O:11][C:12]1[CH:17]=[CH:16][CH:15]=[C:14]([F:18])[CH:13]=1)=[O:19])[CH3:8])[CH3:3].